Dataset: NCI-60 drug combinations with 297,098 pairs across 59 cell lines. Task: Regression. Given two drug SMILES strings and cell line genomic features, predict the synergy score measuring deviation from expected non-interaction effect. (1) Drug 1: CCN(CC)CCCC(C)NC1=C2C=C(C=CC2=NC3=C1C=CC(=C3)Cl)OC. Drug 2: C1C(C(OC1N2C=NC3=C2NC=NCC3O)CO)O. Cell line: ACHN. Synergy scores: CSS=26.2, Synergy_ZIP=3.61, Synergy_Bliss=2.43, Synergy_Loewe=-7.51, Synergy_HSA=-0.248. (2) Drug 1: CC1OCC2C(O1)C(C(C(O2)OC3C4COC(=O)C4C(C5=CC6=C(C=C35)OCO6)C7=CC(=C(C(=C7)OC)O)OC)O)O. Drug 2: C1=NNC2=C1C(=O)NC=N2. Cell line: MALME-3M. Synergy scores: CSS=8.29, Synergy_ZIP=-3.66, Synergy_Bliss=0.223, Synergy_Loewe=-17.5, Synergy_HSA=-1.48. (3) Drug 1: CS(=O)(=O)C1=CC(=C(C=C1)C(=O)NC2=CC(=C(C=C2)Cl)C3=CC=CC=N3)Cl. Drug 2: CN1C2=C(C=C(C=C2)N(CCCl)CCCl)N=C1CCCC(=O)O.Cl. Cell line: T-47D. Synergy scores: CSS=13.1, Synergy_ZIP=6.38, Synergy_Bliss=9.62, Synergy_Loewe=5.32, Synergy_HSA=9.46. (4) Drug 1: CC12CCC3C(C1CCC2=O)CC(=C)C4=CC(=O)C=CC34C. Drug 2: CCCCC(=O)OCC(=O)C1(CC(C2=C(C1)C(=C3C(=C2O)C(=O)C4=C(C3=O)C=CC=C4OC)O)OC5CC(C(C(O5)C)O)NC(=O)C(F)(F)F)O. Cell line: NCI-H522. Synergy scores: CSS=32.5, Synergy_ZIP=-0.147, Synergy_Bliss=-0.698, Synergy_Loewe=-1.03, Synergy_HSA=-0.695. (5) Drug 1: CN(CCCl)CCCl.Cl. Cell line: NCI/ADR-RES. Synergy scores: CSS=19.2, Synergy_ZIP=-7.94, Synergy_Bliss=-2.53, Synergy_Loewe=-2.28, Synergy_HSA=-0.118. Drug 2: CC1=C(C(=O)C2=C(C1=O)N3CC4C(C3(C2COC(=O)N)OC)N4)N. (6) Drug 1: CC1=C(C(=O)C2=C(C1=O)N3CC4C(C3(C2COC(=O)N)OC)N4)N. Drug 2: CC12CCC3C(C1CCC2OP(=O)(O)O)CCC4=C3C=CC(=C4)OC(=O)N(CCCl)CCCl.[Na+]. Cell line: COLO 205. Synergy scores: CSS=32.1, Synergy_ZIP=-1.20, Synergy_Bliss=-3.92, Synergy_Loewe=-21.7, Synergy_HSA=-4.33. (7) Drug 1: CC=C1C(=O)NC(C(=O)OC2CC(=O)NC(C(=O)NC(CSSCCC=C2)C(=O)N1)C(C)C)C(C)C. Drug 2: CN(C(=O)NC(C=O)C(C(C(CO)O)O)O)N=O. Cell line: MCF7. Synergy scores: CSS=18.6, Synergy_ZIP=-0.0269, Synergy_Bliss=-1.01, Synergy_Loewe=-50.8, Synergy_HSA=-2.17. (8) Drug 1: C1C(C(OC1N2C=NC3=C(N=C(N=C32)Cl)N)CO)O. Drug 2: COC1=NC(=NC2=C1N=CN2C3C(C(C(O3)CO)O)O)N. Cell line: EKVX. Synergy scores: CSS=-3.96, Synergy_ZIP=-0.316, Synergy_Bliss=-3.76, Synergy_Loewe=-6.06, Synergy_HSA=-4.95.